This data is from Clinical trial toxicity outcomes and FDA approval status for drugs. The task is: Regression/Classification. Given a drug SMILES string, predict its toxicity properties. Task type varies by dataset: regression for continuous values (e.g., LD50, hERG inhibition percentage) or binary classification for toxic/non-toxic outcomes (e.g., AMES mutagenicity, cardiotoxicity, hepatotoxicity). Dataset: clintox. The molecule is CO[C@@]12[C@H](COC(N)=O)C3=C(C(=O)C(C)=C(N)C3=O)N1C[C@@H]1N[C@@H]12. The result is 1 (failed clinical trial for toxicity).